Dataset: Forward reaction prediction with 1.9M reactions from USPTO patents (1976-2016). Task: Predict the product of the given reaction. (1) Given the reactants [Li].[Br:2][C:3]1[CH:4]=[C:5]([C:14]([O-])=[CH:15][C:16](=O)[C:17]([O:19]CC)=[O:18])[CH:6]=[C:7]([O:9][C:10]([F:13])([F:12])[F:11])[CH:8]=1.ClC1C=C(C2N(C3C=CC=CN=3)N=C(C(O)=O)C=2)C=C(F)C=1.Cl.[CH3:47][C:48]1[N:53]=[CH:52][C:51]([NH:54][NH2:55])=[CH:50][CH:49]=1, predict the reaction product. The product is: [Br:2][C:3]1[CH:4]=[C:5]([C:14]2[N:54]([C:51]3[CH:52]=[N:53][C:48]([CH3:47])=[CH:49][CH:50]=3)[N:55]=[C:16]([C:17]([OH:19])=[O:18])[CH:15]=2)[CH:6]=[C:7]([O:9][C:10]([F:11])([F:12])[F:13])[CH:8]=1. (2) Given the reactants [C:1]1(=O)[C:9]2[C:4](=[CH:5][CH:6]=[CH:7][CH:8]=2)[CH2:3][CH2:2]1.[CH2:11]([NH2:18])[C:12]1[CH:17]=[CH:16][CH:15]=[CH:14][CH:13]=1.C(O)=O, predict the reaction product. The product is: [CH2:11]([NH:18][CH:1]1[C:9]2[C:4](=[CH:5][CH:6]=[CH:7][CH:8]=2)[CH2:3][CH2:2]1)[C:12]1[CH:17]=[CH:16][CH:15]=[CH:14][CH:13]=1. (3) Given the reactants [Br:1][C:2]1[C:10]2[C:5](=[CH:6][CH:7]=[C:8]([C:11]3[C:16]([F:17])=[CH:15][CH:14]=[CH:13][C:12]=3[F:18])[CH:9]=2)[NH:4][N:3]=1.C1(C)C=CC(S(O)(=O)=O)=CC=1.[O:30]1[CH:35]=[CH:34][CH2:33][CH2:32][CH2:31]1.O, predict the reaction product. The product is: [Br:1][C:2]1[C:10]2[C:5](=[CH:6][CH:7]=[C:8]([C:11]3[C:12]([F:18])=[CH:13][CH:14]=[CH:15][C:16]=3[F:17])[CH:9]=2)[N:4]([CH:31]2[CH2:32][CH2:33][CH2:34][CH2:35][O:30]2)[N:3]=1. (4) Given the reactants [BH4-].[Na+].[Br:3][C:4]1[CH:5]=[CH:6][C:7]([Cl:13])=[C:8]([C:10](=[O:12])[CH3:11])[CH:9]=1, predict the reaction product. The product is: [Br:3][C:4]1[CH:5]=[CH:6][C:7]([Cl:13])=[C:8]([CH:10]([OH:12])[CH3:11])[CH:9]=1.